This data is from Reaction yield outcomes from USPTO patents with 853,638 reactions. The task is: Predict the reaction yield, written as a fraction of the theoretical maximum amount of product (1.0 means a 100% yield; for example, 0.34 means a 34% yield). (1) The reactants are [N:1]1([C:6]([NH:8][C:9]2[NH:10][C:11]([CH3:16])=[CH:12][C:13](=[O:15])[N:14]=2)=[O:7])[CH:5]=[CH:4]N=C1.C[O:18][CH2:19][CH2:20][O:21][CH2:22][CH2:23][O:24][CH2:25][CH2:26][O:27][CH2:28][CH2:29][O:30][CH2:31][CH2:32][O:33][CH2:34][CH2:35][O:36][CH2:37]CN. The catalyst is C(OCC)(=O)C. The product is [CH3:37][O:36][CH2:35][CH2:34][O:33][CH2:32][CH2:31][O:30][CH2:29][CH2:28][O:27][CH2:26][CH2:25][O:24][CH2:23][CH2:22][O:21][CH2:20][CH2:19][O:18][CH2:4][CH2:5][NH:1][C:6]([NH:8][C:9]1[NH:10][C:11]([CH3:16])=[CH:12][C:13](=[O:15])[N:14]=1)=[O:7]. The yield is 0.600. (2) The reactants are [F:1][C:2]1[CH:7]=[CH:6][C:5]([F:8])=[CH:4][C:3]=1[OH:9].[CH2:10]([O:12][C:13](=[O:17])[C:14]#[C:15][CH3:16])[CH3:11].N12CCCN=C1CCCCC2. The catalyst is O1CCCC1. The product is [CH2:10]([O:12][C:13](=[O:17])[CH:14]=[C:15]([O:9][C:3]1[CH:4]=[C:5]([F:8])[CH:6]=[CH:7][C:2]=1[F:1])[CH3:16])[CH3:11]. The yield is 0.630. (3) The reactants are CO[N:3]1[C:11]2[C:6](=[CH:7][CH:8]=[C:9]([CH2:12][CH2:13][CH3:14])[CH:10]=2)[CH2:5][C:4]1=[O:15]. The catalyst is CO.[Pd]. The product is [CH2:12]([C:9]1[CH:10]=[C:11]2[C:6]([CH2:5][C:4](=[O:15])[NH:3]2)=[CH:7][CH:8]=1)[CH2:13][CH3:14]. The yield is 0.900.